Dataset: Forward reaction prediction with 1.9M reactions from USPTO patents (1976-2016). Task: Predict the product of the given reaction. (1) The product is: [NH2:23][C@H:20]1[CH2:19][C@@H:18]([C:31]([OH:33])=[O:32])[C@@H:17]([N:14]2[CH2:15][CH2:16][C@H:12]([NH:11][C:9]([O:8][CH2:1][C:2]3[CH:3]=[CH:4][CH:5]=[CH:6][CH:7]=3)=[O:10])[C:13]2=[O:34])[CH2:22][CH2:21]1.[C:37]([OH:39])([C:36]([F:41])([F:40])[F:35])=[O:38]. Given the reactants [CH2:1]([O:8][C:9]([NH:11][C@H:12]1[CH2:16][CH2:15][N:14]([C@H:17]2[CH2:22][CH2:21][C@@H:20]([NH:23]C(OC(C)(C)C)=O)[CH2:19][C@H:18]2[C:31]([OH:33])=[O:32])[C:13]1=[O:34])=[O:10])[C:2]1[CH:7]=[CH:6][CH:5]=[CH:4][CH:3]=1.[F:35][C:36]([F:41])([F:40])[C:37]([OH:39])=[O:38], predict the reaction product. (2) The product is: [Cl:26][C:11]1[N:12]=[C:13]2[C:8](=[CH:9][C:10]=1[C:17]1[CH:22]=[CH:21][CH:20]=[CH:19][CH:18]=1)[N:7]1[C:3]([CH:2]([F:23])[F:1])=[N:4][N:5]=[C:6]1[CH:15]=[CH:14]2. Given the reactants [F:1][CH:2]([F:23])[C:3]1[N:7]2[C:8]3[CH:9]=[C:10]([C:17]4[CH:22]=[CH:21][CH:20]=[CH:19][CH:18]=4)[C:11](=O)[NH:12][C:13]=3[CH:14]=[CH:15][C:6]2=[N:5][N:4]=1.O=P(Cl)(Cl)[Cl:26], predict the reaction product. (3) Given the reactants [NH2:1][C:2]1[CH:7]=[CH:6][CH:5]=[CH:4][CH:3]=1.C[Al](C)C.CCCCCC.[Cl:18][C:19]1[CH:20]=[C:21]2[C:26](=[CH:27][CH:28]=1)[N:25]([C@H:29]1[CH2:33][CH2:32][O:31][C:30]1=[O:34])[CH2:24][CH2:23][CH2:22]2, predict the reaction product. The product is: [Cl:18][C:19]1[CH:20]=[C:21]2[C:26](=[CH:27][CH:28]=1)[N:25]([C@@H:29]([CH2:33][CH2:32][OH:31])[C:30]([NH:1][C:2]1[CH:7]=[CH:6][CH:5]=[CH:4][CH:3]=1)=[O:34])[CH2:24][CH2:23][CH2:22]2. (4) The product is: [N+:16]([C:19]1[CH:27]=[C:26]2[C:22]([CH:23]=[C:24]([C:28]([O:30][CH2:31][CH3:32])=[O:29])[N:25]2[C:9]([O:11][C:12]([CH3:13])([CH3:14])[CH3:15])=[O:10])=[CH:21][CH:20]=1)([O-:18])=[O:17]. Given the reactants [C:9](O[C:9]([O:11][C:12]([CH3:15])([CH3:14])[CH3:13])=[O:10])([O:11][C:12]([CH3:15])([CH3:14])[CH3:13])=[O:10].[N+:16]([C:19]1[CH:27]=[C:26]2[C:22]([CH:23]=[C:24]([C:28]([O:30][CH2:31][CH3:32])=[O:29])[NH:25]2)=[CH:21][CH:20]=1)([O-:18])=[O:17], predict the reaction product. (5) Given the reactants Cl[C:2]1[C:11]2=[N:12][N:13](CC3C=CC(OC)=CC=3)[CH:14]=[C:10]2[C:9]2[CH:8]=[C:7]([O:24][CH3:25])[CH:6]=[CH:5][C:4]=2[N:3]=1.[NH2:26][C:27]1[CH:32]=[CH:31][C:30]([C:33]([N:35]2[CH2:39][CH2:38][CH:37]([N:40]([CH3:42])[CH3:41])[CH2:36]2)=[O:34])=[CH:29][CH:28]=1.Cl, predict the reaction product. The product is: [CH3:41][N:40]([CH3:42])[CH:37]1[CH2:38][CH2:39][N:35]([C:33]([C:30]2[CH:31]=[CH:32][C:27]([NH:26][C:2]3[C:11]4=[N:12][NH:13][CH:14]=[C:10]4[C:9]4[CH:8]=[C:7]([O:24][CH3:25])[CH:6]=[CH:5][C:4]=4[N:3]=3)=[CH:28][CH:29]=2)=[O:34])[CH2:36]1. (6) Given the reactants [OH:1][C:2]1[C:14]([CH3:15])=[CH:13][C:5]2[C:6]([CH2:9][C:10]([OH:12])=[O:11])=[CH:7][O:8][C:4]=2[C:3]=1[CH3:16].[CH2:17](O)[CH3:18], predict the reaction product. The product is: [OH:1][C:2]1[C:14]([CH3:15])=[CH:13][C:5]2[C:6]([CH2:9][C:10]([O:12][CH2:17][CH3:18])=[O:11])=[CH:7][O:8][C:4]=2[C:3]=1[CH3:16]. (7) Given the reactants Br[CH:2]([CH3:9])[C:3](=O)[C:4]([O:6][CH3:7])=[O:5].[NH2:10][C:11]1[CH:16]=[CH:15][C:14]([N+:17]([O-:19])=[O:18])=[CH:13][N:12]=1, predict the reaction product. The product is: [CH3:9][C:2]1[N:12]2[CH:13]=[C:14]([N+:17]([O-:19])=[O:18])[CH:15]=[CH:16][C:11]2=[N:10][C:3]=1[C:4]([O:6][CH3:7])=[O:5]. (8) Given the reactants [C:1]([C:3]1[CH:11]=[CH:10][C:9]2[NH:8][C:7]3[CH2:12][CH:13]([NH:15][C:16](=[O:20])[CH:17]([CH3:19])[CH3:18])[CH2:14][C:6]=3[C:5]=2[CH:4]=1)#[N:2].[F:21][C:22]1[N:27]=[C:26]([CH2:28]Br)[CH:25]=[CH:24][CH:23]=1.C([O-])([O-])=O.[Cs+].[Cs+], predict the reaction product. The product is: [C:1]([C:3]1[CH:11]=[CH:10][C:9]2[N:8]([CH2:28][C:26]3[CH:25]=[CH:24][CH:23]=[C:22]([F:21])[N:27]=3)[C:7]3[CH2:12][CH:13]([NH:15][C:16](=[O:20])[CH:17]([CH3:18])[CH3:19])[CH2:14][C:6]=3[C:5]=2[CH:4]=1)#[N:2].